This data is from Reaction yield outcomes from USPTO patents with 853,638 reactions. The task is: Predict the reaction yield, written as a fraction of the theoretical maximum amount of product (1.0 means a 100% yield; for example, 0.34 means a 34% yield). (1) The reactants are [OH-].[Na+].[Cl:3][C:4]1[C:13]2[O:12][CH2:11][CH2:10][CH2:9][C:8]=2[CH:7]=[C:6]([C:14]([C@H:16]2[CH2:18][C@@H:17]2[C:19]([O:21]C)=[O:20])=[O:15])[CH:5]=1.Cl. The catalyst is O1CCOCC1. The product is [Cl:3][C:4]1[C:13]2[O:12][CH2:11][CH2:10][CH2:9][C:8]=2[CH:7]=[C:6]([C:14]([C@H:16]2[CH2:18][C@@H:17]2[C:19]([OH:21])=[O:20])=[O:15])[CH:5]=1. The yield is 0.100. (2) The reactants are [CH3:1][O:2][C:3]([C:5]1[CH:10]=[CH:9][C:8](B(O)O)=[CH:7][CH:6]=1)=[O:4].C1(P(C2C=CC=CC=2)C2C=CC=CC=2)C=CC=CC=1.C(=O)([O-])[O-].[K+].[K+].Cl/[CH:40]=[CH:41]/[C:42]#[C:43][C:44]1[CH:51]=[CH:50][C:47]([CH:48]=[O:49])=[CH:46][CH:45]=1. The catalyst is Cl[Pd](Cl)([P](C1C=CC=CC=1)(C1C=CC=CC=1)C1C=CC=CC=1)[P](C1C=CC=CC=1)(C1C=CC=CC=1)C1C=CC=CC=1.C(OCC)(=O)C.C(O)C.C1(C)C=CC=CC=1. The product is [CH3:1][O:2][C:3](=[O:4])[C:5]1[CH:10]=[CH:9][C:8](/[CH:40]=[CH:41]/[C:42]#[C:43][C:44]2[CH:45]=[CH:46][C:47]([CH:48]=[O:49])=[CH:50][CH:51]=2)=[CH:7][CH:6]=1. The yield is 0.780. (3) The reactants are [N+:1]([C:4]1[C:5]([O:18][CH3:19])=[C:6]([C:10]2[CH:11]=[C:12]([C:15]([OH:17])=[O:16])[O:13][CH:14]=2)[CH:7]=[CH:8][CH:9]=1)([O-])=O.C([O-])=O.[NH4+]. The catalyst is C(OCC)(=O)C.[Pd]. The product is [NH2:1][C:4]1[C:5]([O:18][CH3:19])=[C:6]([C:10]2[CH:11]=[C:12]([C:15]([OH:17])=[O:16])[O:13][CH:14]=2)[CH:7]=[CH:8][CH:9]=1. The yield is 0.734. (4) The reactants are [S:1]1[CH:5]=[CH:4][N:3]=[C:2]1[C:6]1([C:9]([O:11][C:12]([CH3:15])([CH3:14])[CH3:13])=[O:10])[CH2:8][CH2:7]1.[Br:16]Br. The catalyst is C(Cl)(Cl)Cl.[O-]S([O-])(=S)=O.[Na+].[Na+].C([O-])(O)=O.[Na+]. The product is [Br:16][C:5]1[S:1][C:2]([C:6]2([C:9]([O:11][C:12]([CH3:15])([CH3:14])[CH3:13])=[O:10])[CH2:7][CH2:8]2)=[N:3][CH:4]=1. The yield is 0.470. (5) The reactants are [C:1](OCC)(=[O:3])[CH3:2].[H-].[Na+].[CH3:9][O:10][C:11]1[CH:16]=[CH:15][C:14]([C:17](=[O:19])[CH3:18])=[CH:13][CH:12]=1.S(=O)(=O)(O)O. The catalyst is C1COCC1.C(O)C.C1OCCOCCOCCOCCOCCOC1. The product is [CH3:9][O:10][C:11]1[CH:16]=[CH:15][C:14]([C:17](=[O:19])[CH2:18][C:1](=[O:3])[CH3:2])=[CH:13][CH:12]=1. The yield is 0.300. (6) The reactants are [F:1][C:2]1[CH:7]=[CH:6][CH:5]=[C:4]([F:8])[C:3]=1[C@H:9]([NH:12][C:13](=[O:19])[O:14][C:15]([CH3:18])([CH3:17])[CH3:16])[CH:10]=[O:11].[BH4-].[Na+]. The catalyst is CO. The product is [F:1][C:2]1[CH:7]=[CH:6][CH:5]=[C:4]([F:8])[C:3]=1[C@H:9]([NH:12][C:13](=[O:19])[O:14][C:15]([CH3:17])([CH3:16])[CH3:18])[CH2:10][OH:11]. The yield is 0.480. (7) The reactants are O1CCCCC1[N:7]1[C:15]2[C:10](=[CH:11][C:12]([C:16]3[N:20]=[CH:19][N:18](C(C4C=CC=CC=4)(C4C=CC=CC=4)C4C=CC=CC=4)[N:17]=3)=[CH:13][CH:14]=2)[C:9]([C:40]2[CH:41]=[C:42]([NH2:46])[CH:43]=[CH:44][CH:45]=2)=[N:8]1.[Cl:47][C:48]1[CH:56]=[CH:55][C:51]([C:52](Cl)=[O:53])=[CH:50][CH:49]=1.O. The catalyst is N1C=CC=CC=1. The product is [NH:18]1[CH:19]=[N:20][C:16]([C:12]2[CH:11]=[C:10]3[C:15](=[CH:14][CH:13]=2)[NH:7][N:8]=[C:9]3[C:40]2[CH:41]=[C:42]([NH:46][C:52]([C:51]3[CH:55]=[CH:56][C:48]([Cl:47])=[CH:49][CH:50]=3)=[O:53])[CH:43]=[CH:44][CH:45]=2)=[N:17]1. The yield is 0.620.